From a dataset of NCI-60 drug combinations with 297,098 pairs across 59 cell lines. Regression. Given two drug SMILES strings and cell line genomic features, predict the synergy score measuring deviation from expected non-interaction effect. (1) Drug 1: CC1=C(C=C(C=C1)NC2=NC=CC(=N2)N(C)C3=CC4=NN(C(=C4C=C3)C)C)S(=O)(=O)N.Cl. Drug 2: CC1C(C(CC(O1)OC2CC(OC(C2O)C)OC3=CC4=CC5=C(C(=O)C(C(C5)C(C(=O)C(C(C)O)O)OC)OC6CC(C(C(O6)C)O)OC7CC(C(C(O7)C)O)OC8CC(C(C(O8)C)O)(C)O)C(=C4C(=C3C)O)O)O)O. Cell line: HT29. Synergy scores: CSS=-5.28, Synergy_ZIP=9.66, Synergy_Bliss=3.95, Synergy_Loewe=-0.359, Synergy_HSA=0.996. (2) Drug 1: C1CN1P(=S)(N2CC2)N3CC3. Drug 2: B(C(CC(C)C)NC(=O)C(CC1=CC=CC=C1)NC(=O)C2=NC=CN=C2)(O)O. Cell line: OVCAR-5. Synergy scores: CSS=35.2, Synergy_ZIP=-3.17, Synergy_Bliss=-1.83, Synergy_Loewe=-4.14, Synergy_HSA=-0.904. (3) Drug 1: CC1=CC2C(CCC3(C2CCC3(C(=O)C)OC(=O)C)C)C4(C1=CC(=O)CC4)C. Synergy scores: CSS=77.5, Synergy_ZIP=19.0, Synergy_Bliss=18.1, Synergy_Loewe=-45.6, Synergy_HSA=18.0. Cell line: SR. Drug 2: CC1=C2C(C(=O)C3(C(CC4C(C3C(C(C2(C)C)(CC1OC(=O)C(C(C5=CC=CC=C5)NC(=O)OC(C)(C)C)O)O)OC(=O)C6=CC=CC=C6)(CO4)OC(=O)C)O)C)O.